The task is: Predict the reaction yield, written as a fraction of the theoretical maximum amount of product (1.0 means a 100% yield; for example, 0.34 means a 34% yield).. This data is from Reaction yield outcomes from USPTO patents with 853,638 reactions. The reactants are [N+:1]([C:4]1[CH:9]=[C:8]([C:10]2[S:11][CH:12]=[CH:13][CH:14]=2)[CH:7]=[CH:6][C:5]=1[NH:15][C:16](=[O:22])[O:17][C:18]([CH3:21])([CH3:20])[CH3:19])([O-])=O. The catalyst is C(O)C.CO.[Pd]. The product is [NH2:1][C:4]1[CH:9]=[C:8]([C:10]2[S:11][CH:12]=[CH:13][CH:14]=2)[CH:7]=[CH:6][C:5]=1[NH:15][C:16](=[O:22])[O:17][C:18]([CH3:20])([CH3:19])[CH3:21]. The yield is 0.690.